This data is from NCI-60 drug combinations with 297,098 pairs across 59 cell lines. The task is: Regression. Given two drug SMILES strings and cell line genomic features, predict the synergy score measuring deviation from expected non-interaction effect. (1) Drug 1: C1CCC(CC1)NC(=O)N(CCCl)N=O. Drug 2: CC1=C(C(=CC=C1)Cl)NC(=O)C2=CN=C(S2)NC3=CC(=NC(=N3)C)N4CCN(CC4)CCO. Cell line: NCI/ADR-RES. Synergy scores: CSS=15.5, Synergy_ZIP=-5.36, Synergy_Bliss=4.40, Synergy_Loewe=2.17, Synergy_HSA=3.30. (2) Drug 1: CC1=C(C(=CC=C1)Cl)NC(=O)C2=CN=C(S2)NC3=CC(=NC(=N3)C)N4CCN(CC4)CCO. Drug 2: COCCOC1=C(C=C2C(=C1)C(=NC=N2)NC3=CC=CC(=C3)C#C)OCCOC.Cl. Cell line: A498. Synergy scores: CSS=21.7, Synergy_ZIP=4.43, Synergy_Bliss=4.98, Synergy_Loewe=1.87, Synergy_HSA=3.27. (3) Drug 1: C(CC(=O)O)C(=O)CN.Cl. Drug 2: CC1=C(C(=O)C2=C(C1=O)N3CC4C(C3(C2COC(=O)N)OC)N4)N. Cell line: T-47D. Synergy scores: CSS=7.43, Synergy_ZIP=-2.80, Synergy_Bliss=-1.05, Synergy_Loewe=-20.4, Synergy_HSA=-5.37. (4) Drug 1: C1=C(C(=O)NC(=O)N1)N(CCCl)CCCl. Drug 2: C1=CC(=CC=C1C#N)C(C2=CC=C(C=C2)C#N)N3C=NC=N3. Cell line: UO-31. Synergy scores: CSS=16.1, Synergy_ZIP=-6.80, Synergy_Bliss=-5.69, Synergy_Loewe=-3.48, Synergy_HSA=-3.36.